This data is from Forward reaction prediction with 1.9M reactions from USPTO patents (1976-2016). The task is: Predict the product of the given reaction. (1) Given the reactants [OH:1][NH:2][C:3]([C:5]1[CH:13]=[CH:12][C:11]2[NH:10][C:9]3[CH:14]([CH2:17][C:18]([O:20]CC)=[O:19])[CH2:15][CH2:16][C:8]=3[C:7]=2[CH:6]=1)=[NH:4].[F:23][C:24]([F:37])([F:36])[CH2:25][O:26][C:27]1[CH:35]=[CH:34][C:30]([C:31](O)=O)=[CH:29][N:28]=1, predict the reaction product. The product is: [F:37][C:24]([F:23])([F:36])[CH2:25][O:26][C:27]1[N:28]=[CH:29][C:30]([C:31]2[O:1][N:2]=[C:3]([C:5]3[CH:13]=[CH:12][C:11]4[NH:10][C:9]5[CH:14]([CH2:17][C:18]([OH:20])=[O:19])[CH2:15][CH2:16][C:8]=5[C:7]=4[CH:6]=3)[N:4]=2)=[CH:34][CH:35]=1. (2) Given the reactants [C:1]([O:5][C:6]([N:8]1[CH2:13][CH:12]=[C:11]([C:14]2[O:15][CH:16]=[CH:17][C:18]=2[C:19]([O:21][CH3:22])=[O:20])[CH2:10][CH2:9]1)=[O:7])([CH3:4])([CH3:3])[CH3:2], predict the reaction product. The product is: [C:1]([O:5][C:6]([N:8]1[CH2:13][CH2:12][CH:11]([C:14]2[O:15][CH:16]=[CH:17][C:18]=2[C:19]([O:21][CH3:22])=[O:20])[CH2:10][CH2:9]1)=[O:7])([CH3:4])([CH3:3])[CH3:2]. (3) Given the reactants Cl([O-])=O.[Na+].[OH2:5].P([O-])(O)(O)=O.[Na+].[Cl:12][C:13]1[N:14]=[C:15]([CH2:20][CH2:21][CH2:22][CH3:23])[NH:16][C:17]=1[CH:18]=[O:19].CC(=CC)C, predict the reaction product. The product is: [CH2:20]([C:15]1[NH:16][C:17]([C:18]([OH:5])=[O:19])=[C:13]([Cl:12])[N:14]=1)[CH2:21][CH2:22][CH3:23]. (4) Given the reactants [CH3:1][O:2][CH2:3][O:4][CH:5]([CH2:8][N:9]1[C:18]2[C:13](=[CH:14][CH:15]=[C:16]([O:19][CH3:20])[CH:17]=2)[N:12]=[CH:11][C:10]1=[O:21])[CH:6]=O.[NH2:22][CH:23]1[CH2:27][N:26]([C:28]2[CH:29]=[CH:30][C:31]3[O:36][CH2:35][C:34](=[O:37])[NH:33][C:32]=3[CH:38]=2)[C:25](=[O:39])[CH2:24]1.C(O)(=O)C.S([O-])([O-])(=O)=O.[Na+].[Na+].C(O[BH-](OC(=O)C)OC(=O)C)(=O)C.[Na+], predict the reaction product. The product is: [CH3:1][O:2][CH2:3][O:4][CH:5]([CH2:8][N:9]1[C:18]2[C:13](=[CH:14][CH:15]=[C:16]([O:19][CH3:20])[CH:17]=2)[N:12]=[CH:11][C:10]1=[O:21])[CH2:6][NH:22][CH:23]1[CH2:27][N:26]([C:28]2[CH:29]=[CH:30][C:31]3[O:36][CH2:35][C:34](=[O:37])[NH:33][C:32]=3[CH:38]=2)[C:25](=[O:39])[CH2:24]1. (5) The product is: [C:2]1([C:22]2[CH:27]=[CH:26][CH:25]=[CH:24][CH:23]=2)[CH:7]=[CH:6][CH:5]=[C:4]([CH2:8][O:9][C:10]2[CH:15]=[CH:14][C:13]([CH2:16][CH2:17][C:18]([O:20][CH3:21])=[O:19])=[CH:12][CH:11]=2)[CH:3]=1. Given the reactants Br[C:2]1[CH:3]=[C:4]([CH2:8][O:9][C:10]2[CH:15]=[CH:14][C:13]([CH2:16][CH2:17][C:18]([O:20][CH3:21])=[O:19])=[CH:12][CH:11]=2)[CH:5]=[CH:6][CH:7]=1.[C:22]1(B(O)O)[CH:27]=[CH:26][CH:25]=[CH:24][CH:23]=1.C(=O)([O-])[O-].[Na+].[Na+].O, predict the reaction product.